Dataset: Forward reaction prediction with 1.9M reactions from USPTO patents (1976-2016). Task: Predict the product of the given reaction. (1) Given the reactants [CH:1]1([C:4]2[CH:5]=[C:6]([CH3:16])[C:7]([N:10]3[CH2:15][CH2:14][NH:13][CH2:12][CH2:11]3)=[N:8][CH:9]=2)[CH2:3][CH2:2]1.[I:17][C:18]1[CH:26]=[CH:25][C:21]([C:22](Cl)=[O:23])=[CH:20][CH:19]=1, predict the reaction product. The product is: [CH:1]1([C:4]2[CH:5]=[C:6]([CH3:16])[C:7]([N:10]3[CH2:11][CH2:12][N:13]([C:22]([C:21]4[CH:25]=[CH:26][C:18]([I:17])=[CH:19][CH:20]=4)=[O:23])[CH2:14][CH2:15]3)=[N:8][CH:9]=2)[CH2:3][CH2:2]1. (2) The product is: [ClH:16].[ClH:16].[CH3:8][N:7]1[CH2:6][CH2:5][NH:4][CH2:3][C@H:2]1[CH3:1]. Given the reactants [CH3:1][C@H:2]1[N:7]([CH3:8])[CH2:6][CH2:5][N:4](C(OC(C)(C)C)=O)[CH2:3]1.[ClH:16], predict the reaction product. (3) The product is: [C:1]([O:5][C:6]([C:7]1([O:11][C:12]2[CH:17]=[CH:16][C:15]([N+:18]([O-:20])=[O:19])=[C:14]([F:21])[CH:13]=2)[CH2:9][CH2:8]1)=[O:22])([CH3:4])([CH3:3])[CH3:2]. Given the reactants [C:1]([O:5][C:6](=[O:22])[CH:7]([O:11][C:12]1[CH:17]=[CH:16][C:15]([N+:18]([O-:20])=[O:19])=[C:14]([F:21])[CH:13]=1)[CH2:8][CH2:9]Br)([CH3:4])([CH3:3])[CH3:2].CC(C)([O-])C.[K+], predict the reaction product. (4) Given the reactants [CH2:1]([O:3][C:4]([C:6]1([NH:15][C:16](=[O:25])[C:17]2[CH:22]=[CH:21][CH:20]=[C:19](Br)[C:18]=2[CH3:24])[CH2:14][C:13]2[C:8](=[CH:9][CH:10]=[CH:11][CH:12]=2)[CH2:7]1)=[O:5])[CH3:2].[CH3:26][C:27]([CH3:32])=[CH:28]B(O)O, predict the reaction product. The product is: [CH2:1]([O:3][C:4]([C:6]1([NH:15][C:16](=[O:25])[C:17]2[CH:22]=[CH:21][CH:20]=[C:19]([CH:26]=[C:27]([CH3:32])[CH3:28])[C:18]=2[CH3:24])[CH2:14][C:13]2[C:8](=[CH:9][CH:10]=[CH:11][CH:12]=2)[CH2:7]1)=[O:5])[CH3:2]. (5) The product is: [CH3:20][NH:13][C:12]1[CH:14]=[CH:15][C:9]([O:8][CH2:1][C:2]2[CH:3]=[CH:4][CH:5]=[CH:6][CH:7]=2)=[CH:10][C:11]=1[CH3:16]. Given the reactants [CH2:1]([O:8][C:9]1[CH:15]=[CH:14][C:12]([NH2:13])=[C:11]([CH3:16])[CH:10]=1)[C:2]1[CH:7]=[CH:6][CH:5]=[CH:4][CH:3]=1.N1(CO)C2C=CC=C[C:20]=2N=N1.[BH4-].[Na+].O, predict the reaction product. (6) Given the reactants C(O[C:4](=[O:15])[C@@H:5]([CH3:14])[NH:6][C:7]([O:9][C:10]([CH3:13])([CH3:12])[CH3:11])=[O:8])C.I[CH2:17][Cl:18].[Li+].CC([N-]C(C)C)C.Cl.[BH4-].[Na+], predict the reaction product. The product is: [Cl:18][CH2:17][C@H:4]([OH:15])[C@H:5]([NH:6][C:7](=[O:8])[O:9][C:10]([CH3:11])([CH3:12])[CH3:13])[CH3:14]. (7) Given the reactants [C:1]([O:5][C:6](=[O:16])[CH2:7][C@H:8]([CH2:12][CH:13]([CH3:15])[CH3:14])[C:9]([OH:11])=O)([CH3:4])([CH3:3])[CH3:2].C(Cl)CCl.C1C=CC2N(O)N=NC=2C=1.[NH2:31][C@@H:32]([CH2:37][CH2:38][C:39]1[CH:44]=[CH:43][CH:42]=[CH:41][CH:40]=1)[C:33]([NH:35][CH3:36])=[O:34].C(N(CC)CC)C, predict the reaction product. The product is: [CH3:14][CH:13]([CH3:15])[CH2:12][C@H:8]([C:9](=[O:11])[NH:31][C@@H:32]([CH2:37][CH2:38][C:39]1[CH:40]=[CH:41][CH:42]=[CH:43][CH:44]=1)[C:33]([NH:35][CH3:36])=[O:34])[CH2:7][C:6]([O:5][C:1]([CH3:2])([CH3:3])[CH3:4])=[O:16]. (8) Given the reactants [CH:1]1([C:4]2[CH:5]=[N:6][N:7]([C:9]3[N:14]=[CH:13][C:12]([NH:15][CH:16]([CH:33]4[CH2:36][C:35]([CH3:38])([CH3:37])[CH2:34]4)[C:17]4[CH:32]=[CH:31][C:20]([C:21]([NH:23][CH2:24][CH2:25][C:26]([O:28]CC)=[O:27])=[O:22])=[CH:19][CH:18]=4)=[CH:11][CH:10]=3)[CH:8]=2)[CH2:3][CH2:2]1.O1CCCC1.[OH-].[Li+], predict the reaction product. The product is: [CH:1]1([C:4]2[CH:5]=[N:6][N:7]([C:9]3[N:14]=[CH:13][C:12]([NH:15][CH:16]([CH:33]4[CH2:36][C:35]([CH3:38])([CH3:37])[CH2:34]4)[C:17]4[CH:32]=[CH:31][C:20]([C:21]([NH:23][CH2:24][CH2:25][C:26]([OH:28])=[O:27])=[O:22])=[CH:19][CH:18]=4)=[CH:11][CH:10]=3)[CH:8]=2)[CH2:2][CH2:3]1.